The task is: Predict the reactants needed to synthesize the given product.. This data is from Full USPTO retrosynthesis dataset with 1.9M reactions from patents (1976-2016). (1) Given the product [CH3:5][C:4]([CH3:27])=[CH:3][CH:2]=[CH:6][C@H:8]1[CH2:12][CH2:11][C:10](=[O:13])[N:9]1[CH2:14][CH2:15][C:16]1[CH:25]=[CH:24][C:19]([C:20]([O:22][CH3:23])=[O:21])=[CH:18][CH:17]=1, predict the reactants needed to synthesize it. The reactants are: [Li][CH2:2][CH2:3][CH2:4][CH3:5].[CH:6]([C@H:8]1[CH2:12][CH2:11][C:10](=[O:13])[N:9]1[CH2:14][CH2:15][C:16]1[CH:25]=[CH:24][C:19]([C:20]([O:22][CH3:23])=[O:21])=[CH:18][CH:17]=1)=O.O.[CH2:27]1COCC1. (2) Given the product [ClH:1].[NH2:12][C@@H:10]([C:6]1[CH:5]=[C:4]([CH:9]=[CH:8][CH:7]=1)[C:2]#[N:3])[CH3:11], predict the reactants needed to synthesize it. The reactants are: [ClH:1].[C:2]([C:4]1[CH:5]=[C:6]([C@H:10]([NH:12]S(C(C)(C)C)=O)[CH3:11])[CH:7]=[CH:8][CH:9]=1)#[N:3]. (3) Given the product [CH2:1]([O:8][C:9]1[CH:15]=[CH:14][C:12]([NH:13][C:24]2[CH:25]=[C:20]([Cl:19])[N:21]=[CH:22][N:23]=2)=[CH:11][C:10]=1[N+:16]([O-:18])=[O:17])[C:2]1[CH:3]=[CH:4][CH:5]=[CH:6][CH:7]=1, predict the reactants needed to synthesize it. The reactants are: [CH2:1]([O:8][C:9]1[CH:15]=[CH:14][C:12]([NH2:13])=[CH:11][C:10]=1[N+:16]([O-:18])=[O:17])[C:2]1[CH:7]=[CH:6][CH:5]=[CH:4][CH:3]=1.[Cl:19][C:20]1[CH:25]=[C:24](Cl)[N:23]=[CH:22][N:21]=1. (4) Given the product [C:22]([C:2]1[N:7]=[CH:6][C:5]([CH2:8][O:9][C@@H:10]2[CH2:15][O:14][C:13]3=[N:16][C:17]([N+:19]([O-:21])=[O:20])=[CH:18][N:12]3[CH2:11]2)=[CH:4][CH:3]=1)#[CH:23], predict the reactants needed to synthesize it. The reactants are: Br[C:2]1[N:7]=[CH:6][C:5]([CH2:8][O:9][C@@H:10]2[CH2:15][O:14][C:13]3=[N:16][C:17]([N+:19]([O-:21])=[O:20])=[CH:18][N:12]3[CH2:11]2)=[CH:4][CH:3]=1.[C:22]([Si](C)(C)C)#[CH:23].CCCC[N+](CCCC)(CCCC)CCCC.[F-].